From a dataset of Blood-brain barrier permeability classification from the B3DB database. Regression/Classification. Given a drug SMILES string, predict its absorption, distribution, metabolism, or excretion properties. Task type varies by dataset: regression for continuous measurements (e.g., permeability, clearance, half-life) or binary classification for categorical outcomes (e.g., BBB penetration, CYP inhibition). Dataset: b3db_classification. (1) The compound is C[C@@H]1CC2C3C[C@H](F)C4=CC(=O)C=CC4(C)[C@@]3(Cl)C(O)CC2(C)C1C(=O)CO. The result is 1 (penetrates BBB). (2) The molecule is O=C(Cc1ccc(Cl)c(Cl)c1)N1CCc2ccsc2[C@@H]1CN1CCCC1. The result is 1 (penetrates BBB). (3) The drug is CC(C)(C)NC[C@H](O)c1ccc(O)c(CO)n1. The result is 0 (does not penetrate BBB). (4) The drug is CN1CCC2=C(CC1)c1ccccc1N(C)c1ccccc12. The result is 1 (penetrates BBB). (5) The compound is Cn1c(=O)c2c(ncn2CCNC[C@@H](O)c2ccc(O)c(O)c2)n(C)c1=O. The result is 0 (does not penetrate BBB). (6) The drug is CC(CCN1CCN(c2ccc(F)cc2)CC1)NC(=O)c1cccnc1. The result is 1 (penetrates BBB). (7) The molecule is CCN1CCN(C(=O)N[C@H](C(=O)N[C@H]2C(=O)N3[C@H]2SC(C)(C)[C@@H]3C(=O)O)c2ccccc2)C(=O)C1=O. The result is 0 (does not penetrate BBB).